Task: Predict which catalyst facilitates the given reaction.. Dataset: Catalyst prediction with 721,799 reactions and 888 catalyst types from USPTO Reactant: [N:1]1([C:8]2C=N[CH:11]=[C:10]3[O:14][CH:15]=[CH:16][C:9]=23)[CH2:7][CH2:6][CH2:5][NH:4][CH2:3][CH2:2]1.[CH2:17]([N:19](CC)CC)C.[N:24]1([C:30](Cl)=[O:31])[CH2:29][CH2:28][O:27][CH2:26][CH2:25]1. Product: [O:14]1[C:10]2[CH:11]=[CH:17][N:19]=[C:8]([N:1]3[CH2:7][CH2:6][CH2:5][N:4]([C:30]([N:24]4[CH2:29][CH2:28][O:27][CH2:26][CH2:25]4)=[O:31])[CH2:3][CH2:2]3)[C:9]=2[CH:16]=[CH:15]1. The catalyst class is: 4.